From a dataset of Reaction yield outcomes from USPTO patents with 853,638 reactions. Predict the reaction yield, written as a fraction of the theoretical maximum amount of product (1.0 means a 100% yield; for example, 0.34 means a 34% yield). (1) The reactants are [NH2:1][C:2]1[C:3]([C:18]([O:20]C)=[O:19])=[N:4][C:5]([C:8]2[CH:13]=[CH:12][C:11]([S:14]([CH3:17])(=[O:16])=[O:15])=[CH:10][CH:9]=2)=[CH:6][N:7]=1.[OH-].[Li+].Cl. The catalyst is CO.O. The product is [NH2:1][C:2]1[C:3]([C:18]([OH:20])=[O:19])=[N:4][C:5]([C:8]2[CH:13]=[CH:12][C:11]([S:14]([CH3:17])(=[O:16])=[O:15])=[CH:10][CH:9]=2)=[CH:6][N:7]=1. The yield is 0.990. (2) The reactants are Br[C:2]1[CH:3]=[CH:4][C:5]2[NH:6][C:7]3[C:12]([C:13]=2[CH:14]=1)=[CH:11][CH:10]=[CH:9][CH:8]=3.C1([N:21]2[C:33]3[CH:32]=[CH:31][C:30](B4OC(C)(C)C(C)(C)O4)=[CH:29][C:28]=3[C:27]3[C:22]2=[CH:23][CH:24]=[CH:25][CH:26]=3)C=CC=CC=1.C([O-])([O-])=O.[Na+].[Na+].[CH3:49][CH2:50]O. The catalyst is C1C=CC([P]([Pd]([P](C2C=CC=CC=2)(C2C=CC=CC=2)C2C=CC=CC=2)([P](C2C=CC=CC=2)(C2C=CC=CC=2)C2C=CC=CC=2)[P](C2C=CC=CC=2)(C2C=CC=CC=2)C2C=CC=CC=2)(C2C=CC=CC=2)C2C=CC=CC=2)=CC=1.C1(C)C=CC=CC=1. The product is [C:50]1([N:6]2[C:5]3[CH:4]=[CH:3][C:2]([C:30]4[CH:31]=[CH:32][C:33]5[NH:21][C:22]6[C:27]([C:28]=5[CH:29]=4)=[CH:26][CH:25]=[CH:24][CH:23]=6)=[CH:14][C:13]=3[C:12]3[C:7]2=[CH:8][CH:9]=[CH:10][CH:11]=3)[CH:49]=[CH:13][CH:14]=[CH:2][CH:3]=1. The yield is 0.340. (3) The reactants are [NH2:1][N:2]1[C:6]([C:7]([O:9]CC)=O)=[C:5]([CH3:12])[N:4]=[CH:3]1.Cl.[C:14](#[N:16])[CH3:15]. No catalyst specified. The product is [CH3:15][C:14]1[NH:16][C:7](=[O:9])[C:6]2=[C:5]([CH3:12])[N:4]=[CH:3][N:2]2[N:1]=1. The yield is 0.890. (4) The yield is 0.950. The catalyst is CO. The reactants are [CH:1]([C:3]1[CH:8]=[CH:7][C:6]([C:9]2[C:10]([C:15]#[N:16])=[CH:11][CH:12]=[CH:13][CH:14]=2)=[CH:5][C:4]=1[C:17]([F:20])([F:19])[F:18])=[O:2].[BH4-].[Na+]. The product is [OH:2][CH2:1][C:3]1[CH:8]=[CH:7][C:6]([C:9]2[C:10]([C:15]#[N:16])=[CH:11][CH:12]=[CH:13][CH:14]=2)=[CH:5][C:4]=1[C:17]([F:18])([F:19])[F:20]. (5) The reactants are Br[CH:2]1[C:7](=O)[CH2:6][CH2:5][CH:4]([NH:9][C:10](=[O:12])[CH3:11])[CH2:3]1.[Cl:13][CH2:14][CH2:15][CH2:16][O:17][C:18]1[CH:23]=[CH:22][C:21]([C:24](=[S:26])[NH2:25])=[CH:20][CH:19]=1. The catalyst is CN(C)C=O. The product is [Cl:13][CH2:14][CH2:15][CH2:16][O:17][C:18]1[CH:23]=[CH:22][C:21]([C:24]2[S:26][C:2]3[CH2:3][CH:4]([NH:9][C:10](=[O:12])[CH3:11])[CH2:5][CH2:6][C:7]=3[N:25]=2)=[CH:20][CH:19]=1. The yield is 0.540. (6) The reactants are [C:1]([NH:4][C:5]1[CH:6]=[CH:7][CH:8]=[C:9]2[C:13]=1[C:12](=[O:14])[N:11]([CH:15]([C:20]1[CH:25]=[CH:24][C:23]([O:26][CH:27]([F:29])[F:28])=[C:22]([O:30][CH2:31][CH3:32])[CH:21]=1)[CH2:16][C:17](O)=[O:18])[CH2:10]2)(=[O:3])[CH3:2].C1N=[CH:36][N:35](C(N2C=NC=C2)=O)[CH:34]=1.CNC. The catalyst is C1COCC1. The product is [C:1]([NH:4][C:5]1[CH:6]=[CH:7][CH:8]=[C:9]2[C:13]=1[C:12](=[O:14])[N:11]([CH:15]([C:20]1[CH:25]=[CH:24][C:23]([O:26][CH:27]([F:29])[F:28])=[C:22]([O:30][CH2:31][CH3:32])[CH:21]=1)[CH2:16][C:17]([N:35]([CH3:36])[CH3:34])=[O:18])[CH2:10]2)(=[O:3])[CH3:2]. The yield is 0.500. (7) The reactants are O=[C:2]([C:6]1([C:9]([F:12])([F:11])[F:10])[CH2:8][CH2:7]1)[CH2:3][C:4]#[N:5].[OH-].[Na+].Cl.[C:16]1([NH:22][NH2:23])[CH:21]=[CH:20][CH:19]=[CH:18][CH:17]=1. The catalyst is CCO.O. The product is [C:16]1([N:22]2[C:4]([NH2:5])=[CH:3][C:2]([C:6]3([C:9]([F:10])([F:11])[F:12])[CH2:8][CH2:7]3)=[N:23]2)[CH:21]=[CH:20][CH:19]=[CH:18][CH:17]=1. The yield is 0.430.